Dataset: Antibody paratope prediction from SAbDab with 1,023 antibody chains. Task: Token-level Classification. Given an antibody amino acid sequence, predict which amino acid positions are active in antigen binding. Output is a list of indices for active paratope positions. (1) Given the antibody sequence: EVQLVESGGGLVQPGGSLRLSCAASGFNLSYSSMHWVRQAPGKGLEWVAYISPSYGYTSYADSVKGRFTISADTSKNTAYLQMNSLRAEDTAVYYCARSWEAYWRWSAMDYWGQGTLVTVSS, which amino acid positions are active in antigen binding (paratope)? The paratope positions are: [52, 83, 84, 85, 104, 105, 106, 107, 108]. (2) Given the antibody sequence: QVQLVQSGAEVKKPGSSVKVSCKASGGTFSSYAISWVRQAPGQGLEWMGGIIPIFGTANYAQKFQGRVTITADESTSTAYMELSSLRSEDTAVYYCARDPSFWAAEYFQHWGQGTLVTVSS, which amino acid positions are active in antigen binding (paratope)? The paratope positions are: [52, 83, 84, 85, 104, 105, 106, 107]. (3) Given the antibody sequence: QSVLTQPVSVSGSPGQSITISCTGTSSNADTYNLVSWYQQRPGKAPKLMIYEGTKRPSGVSNRFSASKSATAASLTISGLQPEDEADYYCCSYATSRTLVFGGGTKLTVV, which amino acid positions are active in antigen binding (paratope)? The paratope positions are: [29, 30, 31, 97]. (4) Given the antibody sequence: SYELTQETGVSVALGRTVTITCRGDSLASHAASWYQKKPGQAPILLFYGKNNRPSGVPDRFSGSASGNRASLTISGAQAEDDAEYYCSSRDKSGSRLSVFGGGTKLTVL, which amino acid positions are active in antigen binding (paratope)? The paratope positions are: [94, 95, 96]. (5) Given the antibody sequence: EVQLQQSGPELVKPGASMKISCKASGYSFTGYTMNWVKQSHGKNLEWIGLINPYNGVTRYNQKFKGKATLIVDKSSSTAYMELLSLTSEDSAVYYCTREAKREWDETYWGQGTLVTVSA, which amino acid positions are active in antigen binding (paratope)? The paratope positions are: [52, 83, 84, 85, 104, 105]. (6) Given the antibody sequence: QIQLVQSGPEVQKPGETVRISCKASGYTFTTAGMQWVQKMPGKSLKWIGWINTRSGVPKYAEDFKGRFAFSLETSASIAYLHINNLKNEDTATYFCAREGPGFVYWGQGTLVTVCS, which amino acid positions are active in antigen binding (paratope)? The paratope positions are: [52, 83, 84, 85]. (7) Given the antibody sequence: DIQMTQSPSSLSASVGDRVTITCRSSQSLVHNNANTYLHWYQQKPGKAPKLLIYKVSNRFSGVPSRFSGSGSGTDFTLTISSLQPEDFATYYCSQNTLVPWTFGQGTKVEIK, which amino acid positions are active in antigen binding (paratope)? The paratope positions are: [30, 31, 32, 33, 34]. (8) Given the antibody sequence: EVQLSESGGGFVKPGGSLRLSCEASGFTFNNYAMGWVRQAPGKGLEWVSVTSAHGGSAYFGEFVKGRFTMSRDHFIDTVYLEMNRLTVEDTAVYYCVRVTFYHEGSGYYYRAGNYFDSWGQGTLVIVS, which amino acid positions are active in antigen binding (paratope)? The paratope positions are: [52, 83, 84, 85, 104, 105, 106, 107, 108, 109, 110, 111, 112, 113, 114, 115]. (9) Given the antibody sequence: EIVLTQSPGTLSLSAGERATLSCRASQSVSSRYLAWYQQKPGQAPRLLIYGASSRATGIPDRFSGSGSGTDFTLTISRVEPEDFAVYYCQQYDNSVCTFGQGTKLEIK, which amino acid positions are active in antigen binding (paratope)? The paratope positions are: [30].